From a dataset of NCI-60 drug combinations with 297,098 pairs across 59 cell lines. Regression. Given two drug SMILES strings and cell line genomic features, predict the synergy score measuring deviation from expected non-interaction effect. Drug 1: C1=CN(C(=O)N=C1N)C2C(C(C(O2)CO)O)O.Cl. Drug 2: CC=C1C(=O)NC(C(=O)OC2CC(=O)NC(C(=O)NC(CSSCCC=C2)C(=O)N1)C(C)C)C(C)C. Cell line: MDA-MB-231. Synergy scores: CSS=60.1, Synergy_ZIP=3.13, Synergy_Bliss=8.69, Synergy_Loewe=-17.5, Synergy_HSA=8.93.